Dataset: Catalyst prediction with 721,799 reactions and 888 catalyst types from USPTO. Task: Predict which catalyst facilitates the given reaction. (1) Reactant: Cl[C:2]1[CH:11]=[CH:10][C:9]2[C:8](=[O:12])[CH2:7][CH2:6][CH2:5][C:4]=2[N:3]=1.[CH3:13][N:14](C)C(=O)C. Product: [O:12]=[C:8]1[CH2:7][CH2:6][CH2:5][C:4]2[N:3]=[C:2]([C:13]#[N:14])[CH:11]=[CH:10][C:9]1=2. The catalyst class is: 267. (2) Reactant: [C:1](Cl)(=[O:5])[C:2](Cl)=O.CN(C=O)C.[C:12]([O:15][CH2:16][CH2:17][C:18]1[CH:19]=[CH:20][CH:21]=[C:22]2[C:26]=1[NH:25][CH:24]=C2)(=[O:14])[CH3:13]. Product: [C:12]([O:15][CH2:16][CH2:17][C:18]1[CH:19]=[CH:20][CH:21]=[C:22]2[C:26]=1[NH:25][CH:24]=[C:2]2[CH:1]=[O:5])(=[O:14])[CH3:13]. The catalyst class is: 4. (3) Reactant: FC(F)(F)C(O)=O.[Cl:8][C:9]1[CH:10]=[C:11]([NH:18][C:19](=[O:41])[NH:20][CH2:21][CH2:22][CH2:23][CH2:24][N:25]([CH3:40])[CH2:26][CH2:27][NH:28][C:29]([C:31]2[C:36]([NH2:37])=[N:35][C:34]([NH2:38])=[C:33]([Cl:39])[N:32]=2)=[O:30])[CH:12]=[CH:13][C:14]=1[O:15][CH2:16][CH3:17].[Br:42][CH2:43][CH2:44][CH2:45][C:46]1[CH:51]=[CH:50][C:49]([O:52][CH3:53])=[CH:48][CH:47]=1.C(=O)([O-])[O-].[Na+].[Na+]. Product: [Br-:42].[Cl:8][C:9]1[CH:10]=[C:11]([NH:18][C:19](=[O:41])[NH:20][CH2:21][CH2:22][CH2:23][CH2:24][N+:25]([CH2:26][CH2:27][NH:28][C:29]([C:31]2[C:36]([NH2:37])=[N:35][C:34]([NH2:38])=[C:33]([Cl:39])[N:32]=2)=[O:30])([CH2:43][CH2:44][CH2:45][C:46]2[CH:47]=[CH:48][C:49]([O:52][CH3:53])=[CH:50][CH:51]=2)[CH3:40])[CH:12]=[CH:13][C:14]=1[O:15][CH2:16][CH3:17]. The catalyst class is: 21.